This data is from Full USPTO retrosynthesis dataset with 1.9M reactions from patents (1976-2016). The task is: Predict the reactants needed to synthesize the given product. (1) Given the product [Cl:28][C:29]1[CH:34]=[CH:33][CH:32]=[CH:31][C:30]=1[N:35]1[CH:39]=[C:38]([C:40]([NH:8][CH2:9][CH2:10][NH:11][C:12]([C@H:14]2[CH2:15][CH2:16][C@H:17]([C:20]3[N:24]=[C:23]([CH:25]([CH3:27])[CH3:26])[O:22][N:21]=3)[CH2:18][CH2:19]2)=[O:13])=[O:41])[C:37]([C:43]([F:46])([F:44])[F:45])=[N:36]1, predict the reactants needed to synthesize it. The reactants are: FC(F)(F)C(O)=O.[NH2:8][CH2:9][CH2:10][NH:11][C:12]([C@H:14]1[CH2:19][CH2:18][C@H:17]([C:20]2[N:24]=[C:23]([CH:25]([CH3:27])[CH3:26])[O:22][N:21]=2)[CH2:16][CH2:15]1)=[O:13].[Cl:28][C:29]1[CH:34]=[CH:33][CH:32]=[CH:31][C:30]=1[N:35]1[CH:39]=[C:38]([C:40](O)=[O:41])[C:37]([C:43]([F:46])([F:45])[F:44])=[N:36]1.CCN=C=NCCCN(C)C.Cl.C1C=CC2N(O)N=NC=2C=1.O.C(N(CC)CC)C. (2) The reactants are: [CH2:1]([C:8]1[N:9]=[N:10][N:11]([CH:13]2[CH2:32][N:17]3[C:18]4[C:23]([C:24]([CH2:25][C:26]([O:28]CCC)=[O:27])=[C:16]3[CH2:15][CH2:14]2)=[CH:22][CH:21]=[CH:20][CH:19]=4)[CH:12]=1)[C:2]1[CH:7]=[CH:6][CH:5]=[CH:4][CH:3]=1.[OH-].[K+]. Given the product [CH2:1]([C:8]1[N:9]=[N:10][N:11]([CH:13]2[CH2:32][N:17]3[C:18]4[C:23]([C:24]([CH2:25][C:26]([OH:28])=[O:27])=[C:16]3[CH2:15][CH2:14]2)=[CH:22][CH:21]=[CH:20][CH:19]=4)[CH:12]=1)[C:2]1[CH:3]=[CH:4][CH:5]=[CH:6][CH:7]=1, predict the reactants needed to synthesize it. (3) Given the product [Cl:8][C:6]1[N:7]=[C:2]([NH:27][CH:25]([C:19]2[C:18]([F:17])=[CH:23][C:22]([F:24])=[CH:21][N:20]=2)[CH3:26])[N:3]=[C:4]([NH:9][C:10]2[N:11]=[CH:12][N:13]([CH3:15])[CH:14]=2)[N:5]=1, predict the reactants needed to synthesize it. The reactants are: Cl[C:2]1[N:7]=[C:6]([Cl:8])[N:5]=[C:4]([NH:9][C:10]2[N:11]=[CH:12][N:13]([CH3:15])[CH:14]=2)[N:3]=1.Cl.[F:17][C:18]1[C:19]([CH:25]([NH2:27])[CH3:26])=[N:20][CH:21]=[C:22]([F:24])[CH:23]=1.CCN(C(C)C)C(C)C.